From a dataset of Experimentally validated miRNA-target interactions with 360,000+ pairs, plus equal number of negative samples. Binary Classification. Given a miRNA mature sequence and a target amino acid sequence, predict their likelihood of interaction. (1) The miRNA is hsa-miR-601 with sequence UGGUCUAGGAUUGUUGGAGGAG. The protein sequence of the target gene is MIFPVTLLAFQWHRRPGGRALSRAAMEVAFRGVRKVLCVAEKNDAAKGIADLLSNGRMRRKEGLSKFNKIYEFDYHLYGQNVTMIMTSVSGHLLAHDFQMQFRKWQSCNPLVLFEAEIEKYCPENFIDIKKTLERETHHCQALVIWTDCDREGENIGFEIIHVCKAVKPNLRVLRARFSEITPHAVRTACENLTEPDQRVSDAVDVRQELDLRIGAAFTRFQTLRLQRIFPEVLAEQLISYGSCQFPTLGFVVERFKAIQAFVPEVFHKIKVTHDHKDGTVEFNWKRYRLFNHTACLVLY.... Result: 0 (no interaction). (2) The miRNA is cel-miR-248 with sequence AUACACGUGCACGGAUAACGCUCA. The protein sequence of the target gene is MAWALKLPLADEVIESGLVQDFDASLSGIGQELGAGAYSMSDVLALPIFKQEESSLPPDNENEILPFQYVLCAATSPAVKLHDETLTYLNQGQSYEIRMLDNRKLGELPELNGKLVKSIFRVVFHDRRLQYTEHQQLEGWRWNRPGDRILDIDIPMSVGVIDPRANPTQLNTVEFLWDPSKRTSVFIQVHCISTEFTMRKHGGEKGVPFRVQIDTFKENGNGEYTEHLHSASCQIKVFKPKGADRKQKIDREKMEKRTPHEKEKYQPSYETTILTECSPWPEITYVNNSPSPGFNSSHSS.... Result: 0 (no interaction).